This data is from Full USPTO retrosynthesis dataset with 1.9M reactions from patents (1976-2016). The task is: Predict the reactants needed to synthesize the given product. Given the product [N:1]1[CH:6]=[CH:5][CH:4]=[C:3]([C:7]([O:9][CH2:10][CH3:11])=[O:8])[C:2]=1[C:16]([O:15][CH2:12][CH3:13])=[O:17], predict the reactants needed to synthesize it. The reactants are: [N:1]1[CH:6]=[CH:5][CH:4]=[C:3]([C:7]([O:9][CH2:10][CH3:11])=[O:8])[CH:2]=1.[CH:12]([O:15][C:16](C)=[O:17])(C)[CH3:13].